From a dataset of Forward reaction prediction with 1.9M reactions from USPTO patents (1976-2016). Predict the product of the given reaction. (1) The product is: [Cl:1][C:2]1[CH:11]=[CH:10][CH:9]=[C:8]2[C:3]=1[N:4]=[C:5]([C:23]1[CH:28]=[CH:27][CH:26]=[C:25]([F:33])[CH:24]=1)[C:6]([CH3:12])=[N:7]2. Given the reactants [Cl:1][C:2]1[CH:11]=[CH:10][CH:9]=[C:8]2[C:3]=1[N:4]=[C:5]([C:23]1[CH:28]=[CH:27][CH:26]=[CH:25][C:24]=1C(F)(F)F)[C:6]([CH2:12]NC1N=CN=C3C=1N=CN3)=[N:7]2.[F:33]C1C=C(B(O)O)C=CC=1.C(O)(O)=O, predict the reaction product. (2) The product is: [Br:1][CH2:2][C:3]([C:16]1[C:11]([CH3:10])=[CH:12][C:13]([NH:18][C:19](=[O:20])[CH3:21])=[C:14]([CH3:17])[CH:15]=1)=[O:4]. Given the reactants [Br:1][CH2:2][C:3](Br)=[O:4].[Cl-].[Al+3].[Cl-].[Cl-].[CH3:10][C:11]1[CH:16]=[CH:15][C:14]([CH3:17])=[C:13]([NH:18][C:19]([CH3:21])=[O:20])[CH:12]=1.C(NC1C=CC=CC=1)(=O)C, predict the reaction product. (3) Given the reactants C([O:4][C:5]1[CH:6]=[C:7]([CH:11]=[C:12]([F:16])[C:13]=1[O:14][CH3:15])[C:8]([OH:10])=O)(=O)C.Cl.[CH3:18][O:19][C:20]([C:22]1([NH2:31])[CH2:30][C:29]2[C:24](=[CH:25][CH:26]=[CH:27][CH:28]=2)[CH2:23]1)=[O:21].C(=O)([O-])[O-].[K+].[K+], predict the reaction product. The product is: [CH3:18][O:19][C:20]([C:22]1([NH:31][C:8](=[O:10])[C:7]2[CH:6]=[C:5]([OH:4])[C:13]([O:14][CH3:15])=[C:12]([F:16])[CH:11]=2)[CH2:30][C:29]2[C:24](=[CH:25][CH:26]=[CH:27][CH:28]=2)[CH2:23]1)=[O:21].